Predict the reactants needed to synthesize the given product. From a dataset of Full USPTO retrosynthesis dataset with 1.9M reactions from patents (1976-2016). (1) Given the product [CH:22]([C:25]1[CH:30]=[C:29]([C:9]2[CH:14]=[C:13]([CH2:15][CH2:16][CH3:17])[N:12]=[C:11]([S:18]([CH3:21])(=[O:20])=[O:19])[N:10]=2)[CH:28]=[CH:27][CH:26]=1)([CH3:24])[CH3:23], predict the reactants needed to synthesize it. The reactants are: C(=O)([O-])[O-].[K+].[K+].O.Cl[C:9]1[CH:14]=[C:13]([CH2:15][CH2:16][CH3:17])[N:12]=[C:11]([S:18]([CH3:21])(=[O:20])=[O:19])[N:10]=1.[CH:22]([C:25]1[CH:26]=[C:27](B(O)O)[CH:28]=[CH:29][CH:30]=1)([CH3:24])[CH3:23]. (2) Given the product [Br:19][C:14]1[CH:15]=[CH:16][CH:17]=[CH:18][C:13]=1[CH:11]1[CH2:12][N:6]([CH2:5][C:4]([OH:30])=[O:3])[C:7](=[O:29])[CH:8]([CH2:25][CH:26]([CH3:28])[CH3:27])[C:9]2[CH:23]=[CH:22][C:21]([Cl:24])=[CH:20][C:10]1=2, predict the reactants needed to synthesize it. The reactants are: C([O:3][C:4](=[O:30])[CH2:5][N:6]1[CH2:12][CH:11]([C:13]2[CH:18]=[CH:17][CH:16]=[CH:15][C:14]=2[Br:19])[C:10]2[CH:20]=[C:21]([Cl:24])[CH:22]=[CH:23][C:9]=2[CH:8]([CH2:25][CH:26]([CH3:28])[CH3:27])[C:7]1=[O:29])C.[OH-].[Na+].Cl. (3) Given the product [C:18]1([C:15]2[N:14]=[CH:13][C:12]([NH:11][C:9](=[O:10])[CH2:8][C:7]([OH:24])=[O:6])=[CH:17][CH:16]=2)[CH:19]=[CH:20][CH:21]=[CH:22][CH:23]=1, predict the reactants needed to synthesize it. The reactants are: O[Li].O.C([O:6][C:7](=[O:24])[CH2:8][C:9]([NH:11][C:12]1[CH:13]=[N:14][C:15]([C:18]2[CH:23]=[CH:22][CH:21]=[CH:20][CH:19]=2)=[CH:16][CH:17]=1)=[O:10])C.C1COCC1.O. (4) Given the product [CH2:20]([C:19]([C:16]1[CH:15]=[CH:14][C:13]([C:11]2[CH:12]=[C:7]([CH2:6][C:5]([OH:40])=[O:4])[CH:8]=[N:9][CH:10]=2)=[CH:18][CH:17]=1)([C:22]1[CH:27]=[CH:26][C:25]([CH2:28][CH2:29][C:30]2([OH:36])[CH2:31][CH2:32][CH2:33][CH2:34][CH2:35]2)=[C:24]([CH3:37])[CH:23]=1)[CH2:38][CH3:39])[CH3:21], predict the reactants needed to synthesize it. The reactants are: [OH-].[Na+].C[O:4][C:5](=[O:40])[CH2:6][C:7]1[CH:8]=[N:9][CH:10]=[C:11]([C:13]2[CH:18]=[CH:17][C:16]([C:19]([CH2:38][CH3:39])([C:22]3[CH:27]=[CH:26][C:25]([CH2:28][CH2:29][C:30]4([OH:36])[CH2:35][CH2:34][CH2:33][CH2:32][CH2:31]4)=[C:24]([CH3:37])[CH:23]=3)[CH2:20][CH3:21])=[CH:15][CH:14]=2)[CH:12]=1.[Cl-].[NH4+]. (5) Given the product [F:29][C:20]1[CH:19]=[C:18]([C:9]2[CH:10]=[CH:11][C:6]3[N:7]([C:3]([C:2]([F:16])([F:15])[F:1])=[N:4][N:5]=3)[CH:8]=2)[CH:23]=[CH:22][C:21]=1[O:24][C:25]([F:26])([F:27])[F:28], predict the reactants needed to synthesize it. The reactants are: [F:1][C:2]([F:16])([F:15])[C:3]1[N:7]2[CH:8]=[C:9](B(O)O)[CH:10]=[CH:11][C:6]2=[N:5][N:4]=1.Br[C:18]1[CH:23]=[CH:22][C:21]([O:24][C:25]([F:28])([F:27])[F:26])=[C:20]([F:29])[CH:19]=1.C([O-])([O-])=O.[Na+].[Na+].